From a dataset of Forward reaction prediction with 1.9M reactions from USPTO patents (1976-2016). Predict the product of the given reaction. (1) Given the reactants [NH:1]1[C:9]2[C:4](=[CH:5][CH:6]=[CH:7][CH:8]=2)[CH:3]=[CH:2]1.[H-].[Na+].[CH2:12](Br)[CH2:13][CH2:14][CH2:15][CH2:16][CH2:17][CH2:18][CH3:19].O, predict the reaction product. The product is: [CH2:12]([N:1]1[C:9]2[C:4](=[CH:5][CH:6]=[CH:7][CH:8]=2)[CH:3]=[CH:2]1)[CH2:13][CH2:14][CH2:15][CH2:16][CH2:17][CH2:18][CH3:19]. (2) Given the reactants [C:1]([C:5]1[CH:9]=[C:8]([NH2:10])[NH:7][N:6]=1)([CH3:4])([CH3:3])[CH3:2].I[C:12]1[CH:13]=[C:14]([O:18][CH2:19][CH2:20][OH:21])[N:15]=[N:16][CH:17]=1.CN[C@@H]1CCCC[C@H]1NC.C([O-])([O-])=O.[K+].[K+], predict the reaction product. The product is: [NH2:10][C:8]1[N:7]([C:12]2[CH:13]=[C:14]([O:18][CH2:19][CH2:20][OH:21])[N:15]=[N:16][CH:17]=2)[N:6]=[C:5]([C:1]([CH3:4])([CH3:3])[CH3:2])[CH:9]=1. (3) Given the reactants [C:1]1([C:11]([OH:13])=[O:12])[C:10]2[C:5](=[CH:6][CH:7]=[CH:8][CH:9]=2)[CH:4]=[CH:3][CH:2]=1.Br[CH:15]([CH2:17][CH3:18])[CH3:16], predict the reaction product. The product is: [CH:15]([O:12][C:11]([C:1]1[C:10]2[C:5](=[CH:6][CH:7]=[CH:8][CH:9]=2)[CH:4]=[CH:3][CH:2]=1)=[O:13])([CH2:17][CH3:18])[CH3:16]. (4) Given the reactants [NH2:1][C:2]1[N:3]=[C:4]2[CH:9]=[CH:8][C:7]([O:10][C:11]3[CH:12]=[C:13]([NH:17][C:18](=[O:29])[C:19]4[CH:24]=[CH:23][CH:22]=[C:21]([C:25]([F:28])([F:27])[F:26])[CH:20]=4)[CH:14]=[CH:15][CH:16]=3)=[N:6][N:5]2[CH:30]=1.[Cl:31][CH2:32][C:33](Cl)=[O:34].C(N(CC)CC)C.[Cl-].[NH4+], predict the reaction product. The product is: [Cl:31][CH2:32][C:33]([NH:1][C:2]1[N:3]=[C:4]2[CH:9]=[CH:8][C:7]([O:10][C:11]3[CH:12]=[C:13]([NH:17][C:18](=[O:29])[C:19]4[CH:24]=[CH:23][CH:22]=[C:21]([C:25]([F:28])([F:27])[F:26])[CH:20]=4)[CH:14]=[CH:15][CH:16]=3)=[N:6][N:5]2[CH:30]=1)=[O:34]. (5) Given the reactants [F:1][C:2]1[CH:3]=[C:4]2[C:13](=[CH:14][CH:15]=1)[C:12]1[CH:11]=[CH:10][CH:9]=[CH:8][C:7]=1[N:6]([S:16]([C:19]1[CH:24]=[CH:23][C:22]([OH:25])=[CH:21][CH:20]=1)(=[O:18])=[O:17])[C@H:5]2[CH3:26].[S:27](Cl)(=[O:30])(=[O:29])[NH2:28].O, predict the reaction product. The product is: [S:27](=[O:30])(=[O:29])([O:25][C:22]1[CH:21]=[CH:20][C:19]([S:16]([N:6]2[C@@H:5]([CH3:26])[C:4]3[C:13](=[CH:14][CH:15]=[C:2]([F:1])[CH:3]=3)[C:12]3[CH:11]=[CH:10][CH:9]=[CH:8][C:7]2=3)(=[O:18])=[O:17])=[CH:24][CH:23]=1)[NH2:28]. (6) Given the reactants C(C1C=CC(C[S:8][C:9]2[CH:10]=[C:11]([O:19][CH2:20][O:21][CH3:22])[C:12](=[O:18])[N:13]([CH2:15][O:16][CH3:17])[CH:14]=2)=CC=1)C.Cl[CH2:26][C:27]1[C:32]([CH3:33])=[CH:31][CH:30]=[CH:29][N:28]=1, predict the reaction product. The product is: [CH3:22][O:21][CH2:20][O:19][C:11]1[C:12](=[O:18])[N:13]([CH2:15][O:16][CH3:17])[CH:14]=[C:9]([S:8][CH2:26][C:27]2[C:32]([CH3:33])=[CH:31][CH:30]=[CH:29][N:28]=2)[CH:10]=1. (7) Given the reactants [C:1]1([S:7][CH:8]([CH2:13][C:14]2[CH:36]=[CH:35][C:17]3[C:18]([CH2:21][CH2:22][C:23]4[N:24]=[C:25]([C:29]5[CH:34]=[CH:33][CH:32]=[CH:31][CH:30]=5)[O:26][C:27]=4[CH3:28])=[N:19][O:20][C:16]=3[CH:15]=2)[C:9]([O:11]C)=[O:10])[CH:6]=[CH:5][CH:4]=[CH:3][CH:2]=1.[OH-].[Na+].Cl, predict the reaction product. The product is: [C:1]1([S:7][CH:8]([CH2:13][C:14]2[CH:36]=[CH:35][C:17]3[C:18]([CH2:21][CH2:22][C:23]4[N:24]=[C:25]([C:29]5[CH:34]=[CH:33][CH:32]=[CH:31][CH:30]=5)[O:26][C:27]=4[CH3:28])=[N:19][O:20][C:16]=3[CH:15]=2)[C:9]([OH:11])=[O:10])[CH:2]=[CH:3][CH:4]=[CH:5][CH:6]=1. (8) Given the reactants [Br:1][C:2]1[CH:30]=[CH:29][C:28]([F:31])=[CH:27][C:3]=1[O:4][C:5]1[CH:10]=[CH:9][C:8]([C:11]2[CH:15]=[C:14]([C:16]3[N:17]=[N:18][N:19]([CH2:21][C:22]([O:24]CC)=[O:23])[N:20]=3)[O:13][N:12]=2)=[CH:7][CH:6]=1.[OH-].[Na+], predict the reaction product. The product is: [Br:1][C:2]1[CH:30]=[CH:29][C:28]([F:31])=[CH:27][C:3]=1[O:4][C:5]1[CH:10]=[CH:9][C:8]([C:11]2[CH:15]=[C:14]([C:16]3[N:17]=[N:18][N:19]([CH2:21][C:22]([OH:24])=[O:23])[N:20]=3)[O:13][N:12]=2)=[CH:7][CH:6]=1.